From a dataset of Forward reaction prediction with 1.9M reactions from USPTO patents (1976-2016). Predict the product of the given reaction. (1) Given the reactants C([O:4][C@H:5]([CH3:25])[CH2:6][CH2:7][CH2:8][CH2:9][N:10]1[C:18](=[O:19])[C:17]2[N:16]=[C:15]3[NH:20][CH2:21][CH2:22][N:14]3[C:13]=2[N:12]([CH3:23])[C:11]1=[O:24])(=O)C.Cl.C(OCC)C, predict the reaction product. The product is: [OH:4][C@H:5]([CH3:25])[CH2:6][CH2:7][CH2:8][CH2:9][N:10]1[C:18](=[O:19])[C:17]2[N:16]=[C:15]3[NH:20][CH2:21][CH2:22][N:14]3[C:13]=2[N:12]([CH3:23])[C:11]1=[O:24]. (2) Given the reactants [C:1]([C:3]1[CH:4]=[C:5]2[C:10](=[CH:11][C:12]=1[O:13][CH2:14][CH2:15][O:16][CH3:17])[N:9]=[CH:8][CH:7]=[C:6]2[O:18][C:19]1[CH:24]=[CH:23][C:22]([N+:25]([O-])=O)=[CH:21][CH:20]=1)#[N:2].[Cl-].[NH4+].C(O)C, predict the reaction product. The product is: [NH2:25][C:22]1[CH:21]=[CH:20][C:19]([O:18][C:6]2[C:5]3[C:10](=[CH:11][C:12]([O:13][CH2:14][CH2:15][O:16][CH3:17])=[C:3]([C:1]#[N:2])[CH:4]=3)[N:9]=[CH:8][CH:7]=2)=[CH:24][CH:23]=1. (3) The product is: [F:14][CH:15]([F:19])[C:16]1[NH:11][C:7]2[CH:8]=[CH:9][CH:10]=[C:4]([O:3][CH2:1][CH3:2])[C:5]=2[N:6]=1. Given the reactants [CH2:1]([O:3][C:4]1[CH:10]=[CH:9][CH:8]=[C:7]([N+:11]([O-])=O)[C:5]=1[NH2:6])[CH3:2].[F:14][CH:15]([F:19])[C:16](O)=O, predict the reaction product. (4) Given the reactants [C:1](#[N:5])[CH2:2][C:3]#[N:4].[CH2:6](N(CC)CC)C.[CH:13]1([N:19]=[C:20]=[S:21])[CH2:18][CH2:17][CH2:16][CH2:15][CH2:14]1.CI, predict the reaction product. The product is: [CH:13]1([NH:19][C:20](=[C:2]([C:1]#[N:5])[C:3]#[N:4])[S:21][CH3:6])[CH2:18][CH2:17][CH2:16][CH2:15][CH2:14]1. (5) The product is: [CH3:18][O:17][N:20]=[CH:5][C:4]1[CH:7]=[CH:8][C:9]([O:10][CH2:11][CH2:12][O:13][CH3:14])=[C:2]([OH:1])[CH:3]=1. Given the reactants [OH:1][C:2]1[CH:3]=[C:4]([CH:7]=[CH:8][C:9]=1[O:10][CH2:11][CH2:12][O:13][CH3:14])[CH:5]=O.CC[O:17][CH2:18]C.[N:20]1C=CC=CC=1, predict the reaction product. (6) The product is: [Cl:1][C:2]1[CH:3]=[CH:4][C:5]([C:8]2[C:14]3[C:15]([CH3:19])=[C:16]([CH3:18])[S:17][C:13]=3[N:12]3[C:20]([CH3:23])=[N:21][N:22]=[C:11]3[C@@:10]3([CH2:25][C@H:24]3[C:26]([NH2:28])=[O:27])[N:9]=2)=[CH:6][CH:7]=1. Given the reactants [Cl:1][C:2]1[CH:7]=[CH:6][C:5]([C:8]2[C:14]3[C:15]([CH3:19])=[C:16]([CH3:18])[S:17][C:13]=3[N:12]3[C:20]([CH3:23])=[N:21][N:22]=[C:11]3[C@@:10]3([CH2:25][C@H:24]3[C:26]([NH:28]CC)=[O:27])[N:9]=2)=[CH:4][CH:3]=1.[Cl-].[NH4+], predict the reaction product. (7) Given the reactants [CH3:1][C:2]1([CH3:22])[CH2:7][C:6]([CH3:9])([CH3:8])[CH2:5][CH:4]([C:10]2[CH:15]=[CH:14][CH:13]=[CH:12][C:11]=2[N:16]2[CH2:21][CH2:20][NH:19][CH2:18][CH2:17]2)[CH2:3]1.Br[CH2:24][CH2:25][CH2:26][CH2:27][F:28].[I-].[Na+].C(=O)([O-])[O-].[K+].[K+].C(=O)([O-])O.[Na+], predict the reaction product. The product is: [F:28][CH2:27][CH2:26][CH2:25][CH2:24][N:19]1[CH2:18][CH2:17][N:16]([C:11]2[CH:12]=[CH:13][CH:14]=[CH:15][C:10]=2[CH:4]2[CH2:3][C:2]([CH3:22])([CH3:1])[CH2:7][C:6]([CH3:8])([CH3:9])[CH2:5]2)[CH2:21][CH2:20]1. (8) Given the reactants Cl[C:2]1[N:7]=[CH:6][N:5]=[C:4]([NH:8][CH3:9])[CH:3]=1.[N+:10]([C:13]1[CH:18]=[CH:17][CH:16]=[CH:15][C:14]=1[NH2:19])([O-:12])=[O:11].CC(C1C=C(C(C)C)C(C2C(P(C3CCCCC3)C3CCCCC3)=C(OC)C=CC=2OC)=C(C(C)C)C=1)C.CC([O-])(C)C.[Na+], predict the reaction product. The product is: [CH3:9][NH:8][C:4]1[CH:3]=[C:2]([NH:19][C:14]2[CH:15]=[CH:16][CH:17]=[CH:18][C:13]=2[N+:10]([O-:12])=[O:11])[N:7]=[CH:6][N:5]=1. (9) Given the reactants [C:1]([CH2:3][C:4]([NH:6][NH2:7])=[O:5])#[N:2].[OH-].[Na+].Cl.[CH2:11](O)[CH3:12].O, predict the reaction product. The product is: [O:5]=[C:4]1[C:3]([C:1]#[N:2])=[CH:12][CH:11]=[N:7][NH:6]1.